This data is from Antibody paratope prediction from SAbDab with 1,023 antibody chains. The task is: Token-level Classification. Given an antibody amino acid sequence, predict which amino acid positions are active in antigen binding. Output is a list of indices for active paratope positions. (1) Given the antibody sequence: QVSLRESGGGLVQPGRSLRLSCTASGFTFRHHGMTWVRQAPGKGLEWVASLSGSGTKTHFADSVKGRFTISRDNSNNTLYLQMDNVRDEDTAIYYCAKAKRVGATGYFDLWGRGTLVTVSS, which amino acid positions are active in antigen binding (paratope)? The paratope positions are: [52, 83, 84, 85, 104, 105, 106, 107]. (2) The paratope positions are: [30, 31, 32, 33, 34]. Given the antibody sequence: DIVMTQSPLSLPVTPGEPASISCRSSQSIVYSNGNTYLGWYLQKPGQSPQLLIYKVSNRFSGVPDRFSGSGSGTDFTLKISRVEAEDVGVYYCFQGSHVPYTFGQGTKLEIK, which amino acid positions are active in antigen binding (paratope)? (3) Given the antibody sequence: DIVLTQTTPTLSATIGQSVSISCRSSQSLLESDGNTYLNWLLQRPGQSPQLLIYSVSNLESGVPNRFSGSGSETDFTLKISGVEAEDLGVYYCMQTTHAPTFGAGTKLELK, which amino acid positions are active in antigen binding (paratope)? The paratope positions are: [30, 31, 32, 33, 34].